Dataset: Forward reaction prediction with 1.9M reactions from USPTO patents (1976-2016). Task: Predict the product of the given reaction. Given the reactants [S:1]1[CH2:5][CH2:4][N:3]=[C:2]1[NH:6][NH:7][C:8]1[CH:13]=[CH:12][CH:11]=[C:10]([CH3:14])[C:9]=1[CH3:15].N1C=CC=CC=1.[C:22](O[C:22]([O:24][C:25]([CH3:28])([CH3:27])[CH3:26])=[O:23])([O:24][C:25]([CH3:28])([CH3:27])[CH3:26])=[O:23], predict the reaction product. The product is: [C:25]([O:24][C:22]([N:6]([C:2]1[S:1][CH2:5][CH2:4][N:3]=1)[NH:7][C:8]1[CH:13]=[CH:12][CH:11]=[C:10]([CH3:14])[C:9]=1[CH3:15])=[O:23])([CH3:28])([CH3:27])[CH3:26].